This data is from Peptide-MHC class I binding affinity with 185,985 pairs from IEDB/IMGT. The task is: Regression. Given a peptide amino acid sequence and an MHC pseudo amino acid sequence, predict their binding affinity value. This is MHC class I binding data. (1) The binding affinity (normalized) is 0.123. The peptide sequence is EIFSMMVSSF. The MHC is HLA-A30:02 with pseudo-sequence HLA-A30:02. (2) The peptide sequence is MAMALSIVS. The MHC is HLA-B35:01 with pseudo-sequence HLA-B35:01. The binding affinity (normalized) is 0.895. (3) The peptide sequence is LTALRLCAY. The MHC is HLA-A01:01 with pseudo-sequence HLA-A01:01. The binding affinity (normalized) is 0.809. (4) The MHC is HLA-A02:03 with pseudo-sequence HLA-A02:03. The peptide sequence is RPLMKNTYL. The binding affinity (normalized) is 0.0847. (5) The peptide sequence is CRHCLNLLL. The MHC is HLA-A29:02 with pseudo-sequence HLA-A29:02. The binding affinity (normalized) is 0.0375. (6) The peptide sequence is DAYRRIHSL. The MHC is HLA-B58:01 with pseudo-sequence HLA-B58:01. The binding affinity (normalized) is 0.0847.